Dataset: NCI-60 drug combinations with 297,098 pairs across 59 cell lines. Task: Regression. Given two drug SMILES strings and cell line genomic features, predict the synergy score measuring deviation from expected non-interaction effect. (1) Drug 1: C1=CC(=C2C(=C1NCCNCCO)C(=O)C3=C(C=CC(=C3C2=O)O)O)NCCNCCO. Drug 2: COC1=C2C(=CC3=C1OC=C3)C=CC(=O)O2. Cell line: HT29. Synergy scores: CSS=45.5, Synergy_ZIP=5.50, Synergy_Bliss=1.91, Synergy_Loewe=-19.6, Synergy_HSA=3.46. (2) Drug 1: CC12CCC3C(C1CCC2NC(=O)OCC(F)(F)F)CCC4C3(C=CC(=O)N4C)C. Drug 2: C1=CN(C(=O)N=C1N)C2C(C(C(O2)CO)O)(F)F. Cell line: OVCAR3. Synergy scores: CSS=40.5, Synergy_ZIP=-0.0448, Synergy_Bliss=-2.57, Synergy_Loewe=-28.7, Synergy_HSA=-2.54. (3) Drug 1: CC1=C(C=C(C=C1)NC2=NC=CC(=N2)N(C)C3=CC4=NN(C(=C4C=C3)C)C)S(=O)(=O)N.Cl. Drug 2: C1=NC2=C(N=C(N=C2N1C3C(C(C(O3)CO)O)O)F)N. Cell line: UACC-257. Synergy scores: CSS=1.94, Synergy_ZIP=0.661, Synergy_Bliss=2.39, Synergy_Loewe=0.423, Synergy_HSA=0.825. (4) Drug 1: CS(=O)(=O)C1=CC(=C(C=C1)C(=O)NC2=CC(=C(C=C2)Cl)C3=CC=CC=N3)Cl. Drug 2: C1=CC(=CC=C1C#N)C(C2=CC=C(C=C2)C#N)N3C=NC=N3. Cell line: UO-31. Synergy scores: CSS=7.94, Synergy_ZIP=-10.7, Synergy_Bliss=-15.3, Synergy_Loewe=-13.4, Synergy_HSA=-13.3. (5) Drug 1: CCC1(CC2CC(C3=C(CCN(C2)C1)C4=CC=CC=C4N3)(C5=C(C=C6C(=C5)C78CCN9C7C(C=CC9)(C(C(C8N6C=O)(C(=O)OC)O)OC(=O)C)CC)OC)C(=O)OC)O.OS(=O)(=O)O. Drug 2: C#CCC(CC1=CN=C2C(=N1)C(=NC(=N2)N)N)C3=CC=C(C=C3)C(=O)NC(CCC(=O)O)C(=O)O. Cell line: U251. Synergy scores: CSS=52.6, Synergy_ZIP=-3.28, Synergy_Bliss=-4.50, Synergy_Loewe=-3.94, Synergy_HSA=-0.932. (6) Drug 1: CC1CCC2CC(C(=CC=CC=CC(CC(C(=O)C(C(C(=CC(C(=O)CC(OC(=O)C3CCCCN3C(=O)C(=O)C1(O2)O)C(C)CC4CCC(C(C4)OC)O)C)C)O)OC)C)C)C)OC. Drug 2: CC1=C2C(C(=O)C3(C(CC4C(C3C(C(C2(C)C)(CC1OC(=O)C(C(C5=CC=CC=C5)NC(=O)C6=CC=CC=C6)O)O)OC(=O)C7=CC=CC=C7)(CO4)OC(=O)C)O)C)OC(=O)C. Cell line: TK-10. Synergy scores: CSS=17.6, Synergy_ZIP=4.89, Synergy_Bliss=6.66, Synergy_Loewe=-1.36, Synergy_HSA=1.16. (7) Cell line: HCT-15. Drug 1: CN1CCC(CC1)COC2=C(C=C3C(=C2)N=CN=C3NC4=C(C=C(C=C4)Br)F)OC. Drug 2: CC12CCC3C(C1CCC2=O)CC(=C)C4=CC(=O)C=CC34C. Synergy scores: CSS=43.8, Synergy_ZIP=-2.96, Synergy_Bliss=-0.626, Synergy_Loewe=-3.98, Synergy_HSA=0.394. (8) Drug 1: C1=NC(=NC(=O)N1C2C(C(C(O2)CO)O)O)N. Drug 2: CC(C)(C#N)C1=CC(=CC(=C1)CN2C=NC=N2)C(C)(C)C#N. Cell line: DU-145. Synergy scores: CSS=1.12, Synergy_ZIP=-1.84, Synergy_Bliss=-3.65, Synergy_Loewe=-6.18, Synergy_HSA=-6.06. (9) Drug 1: C1=CC(=C2C(=C1NCCNCCO)C(=O)C3=C(C=CC(=C3C2=O)O)O)NCCNCCO. Drug 2: CC1=C(N=C(N=C1N)C(CC(=O)N)NCC(C(=O)N)N)C(=O)NC(C(C2=CN=CN2)OC3C(C(C(C(O3)CO)O)O)OC4C(C(C(C(O4)CO)O)OC(=O)N)O)C(=O)NC(C)C(C(C)C(=O)NC(C(C)O)C(=O)NCCC5=NC(=CS5)C6=NC(=CS6)C(=O)NCCC[S+](C)C)O. Cell line: SN12C. Synergy scores: CSS=46.3, Synergy_ZIP=4.89, Synergy_Bliss=6.41, Synergy_Loewe=1.34, Synergy_HSA=7.10.